From a dataset of Full USPTO retrosynthesis dataset with 1.9M reactions from patents (1976-2016). Predict the reactants needed to synthesize the given product. (1) Given the product [NH2:12][C:5]1[C:6]([Br:11])=[N:7][C:8]([Cl:10])=[CH:9][C:4]=1[C:3]([OH:13])=[O:2], predict the reactants needed to synthesize it. The reactants are: C[O:2][C:3](=[O:13])[C:4]1[CH:9]=[C:8]([Cl:10])[N:7]=[C:6]([Br:11])[C:5]=1[NH2:12].[OH-].[Na+].C(OCC)C.O. (2) Given the product [C:17]([O:21][C:22](=[O:25])[CH2:23][NH:16][C:10]1[CH:11]=[CH:12][C:13]([I:15])=[CH:14][C:9]=1[O:8][CH2:1][C:2]1[CH:3]=[CH:4][CH:5]=[CH:6][CH:7]=1)([CH3:20])([CH3:19])[CH3:18], predict the reactants needed to synthesize it. The reactants are: [CH2:1]([O:8][C:9]1[CH:14]=[C:13]([I:15])[CH:12]=[CH:11][C:10]=1[NH2:16])[C:2]1[CH:7]=[CH:6][CH:5]=[CH:4][CH:3]=1.[C:17]([O:21][C:22](=[O:25])[CH2:23]Br)([CH3:20])([CH3:19])[CH3:18].C([O-])([O-])=O.[K+].[K+].Cl.